From a dataset of Full USPTO retrosynthesis dataset with 1.9M reactions from patents (1976-2016). Predict the reactants needed to synthesize the given product. Given the product [F:25][C:24]([F:27])([F:26])[O:23][C:19]1[CH:18]=[C:17]([NH:16][C:14]2[CH:13]=[CH:12][N:11]=[C:10]([NH2:5])[N:15]=2)[CH:22]=[CH:21][CH:20]=1, predict the reactants needed to synthesize it. The reactants are: OC1C=C(C=CC=1)[NH2:5].Cl[C:10]1[N:15]=[C:14]([NH:16][C:17]2[CH:22]=[CH:21][CH:20]=[C:19]([O:23][C:24]([F:27])([F:26])[F:25])[CH:18]=2)[C:13](F)=[CH:12][N:11]=1.